Dataset: Reaction yield outcomes from USPTO patents with 853,638 reactions. Task: Predict the reaction yield, written as a fraction of the theoretical maximum amount of product (1.0 means a 100% yield; for example, 0.34 means a 34% yield). (1) The reactants are [P:1]([O:12][C:13]([CH3:16])([CH3:15])[CH3:14])([O:7][C:8]([CH3:11])([CH3:10])[CH3:9])([O:3][CH2:4][CH2:5]Br)=[O:2].[O:17]=[C:18]1[NH:23][CH2:22][CH2:21][N:20]([C:24]([O:26][CH2:27][C:28]2[CH:33]=[CH:32][CH:31]=[CH:30][CH:29]=2)=[O:25])[CH2:19]1.[OH-].[K+]. The catalyst is O1CCCC1.[Br-].C([N+](CCCC)(CCCC)CCCC)CCC. The product is [C:8]([O:7][P:1]([O:3][CH2:4][CH2:5][N:23]1[CH2:22][CH2:21][N:20]([C:24]([O:26][CH2:27][C:28]2[CH:29]=[CH:30][CH:31]=[CH:32][CH:33]=2)=[O:25])[CH2:19][C:18]1=[O:17])([O:12][C:13]([CH3:16])([CH3:15])[CH3:14])=[O:2])([CH3:11])([CH3:10])[CH3:9]. The yield is 0.550. (2) The reactants are [Cl:1][C:2]1[CH:10]=[CH:9][C:8]2[NH:7][C:6]3[CH2:11][CH2:12][N:13]([CH3:15])[CH2:14][C:5]=3[C:4]=2[CH:3]=1.[OH-].[K+].[CH2:18]([C:21]1[CH:26]=[CH:25][C:24]([CH:27]=[CH2:28])=[CH:23][N:22]=1)[CH2:19][CH3:20]. The catalyst is CN1CCCC1=O.O. The product is [Cl:1][C:2]1[CH:10]=[CH:9][C:8]2[N:7]([CH2:28][CH2:27][C:24]3[CH:23]=[N:22][C:21]([CH2:18][CH2:19][CH3:20])=[CH:26][CH:25]=3)[C:6]3[CH2:11][CH2:12][N:13]([CH3:15])[CH2:14][C:5]=3[C:4]=2[CH:3]=1. The yield is 0.0960. (3) The reactants are [CH3:1][O:2][C:3]([C:5]1[C:14]2[C:9](=[CH:10][CH:11]=[C:12]([O:15][CH3:16])[CH:13]=2)[N:8]=[CH:7][C:6]=1OS(C(F)(F)F)(=O)=O)=[O:4].[CH3:25][O:26][C:27]1[CH:32]=[CH:31][C:30]([CH2:33][SH:34])=[CH:29][CH:28]=1.C(N(CC)C(C)C)(C)C.C(OCC)(=O)C. The catalyst is O1CCOCC1.C1C=CC(/C=C/C(/C=C/C2C=CC=CC=2)=O)=CC=1.C1C=CC(/C=C/C(/C=C/C2C=CC=CC=2)=O)=CC=1.C1C=CC(/C=C/C(/C=C/C2C=CC=CC=2)=O)=CC=1.[Pd].[Pd].C1(P(C2C=CC=CC=2)C2C3OC4C(=CC=CC=4P(C4C=CC=CC=4)C4C=CC=CC=4)C(C)(C)C=3C=CC=2)C=CC=CC=1. The product is [CH3:1][O:2][C:3]([C:5]1[C:14]2[C:9](=[CH:10][CH:11]=[C:12]([O:15][CH3:16])[CH:13]=2)[N:8]=[CH:7][C:6]=1[S:34][CH2:33][C:30]1[CH:31]=[CH:32][C:27]([O:26][CH3:25])=[CH:28][CH:29]=1)=[O:4]. The yield is 0.880. (4) The catalyst is CN(C=O)C.CCOC(C)=O.C1C=CC(P(C2C=CC=CC=2)[C-]2C=CC=C2)=CC=1.C1C=CC(P(C2C=CC=CC=2)[C-]2C=CC=C2)=CC=1.Cl[Pd]Cl.[Fe+2]. The reactants are F[C:2]1[CH:7]=[C:6](I)[CH:5]=[CH:4][N:3]=1.[NH2:9][C:10]1[CH:11]=[C:12]([S:16]([NH:19][C:20]([CH3:23])([CH3:22])[CH3:21])(=[O:18])=[O:17])[CH:13]=[CH:14][CH:15]=1.C([O-])([O-])=O.[Cs+].[Cs+].[F:30][C:31]1[CH:36]=[CH:35][C:34](B(O)O)=[C:33]([O:40][CH3:41])[CH:32]=1. The product is [C:20]([NH:19][S:16]([C:12]1[CH:13]=[CH:14][CH:15]=[C:10]([NH:9][C:2]2[CH:7]=[C:6]([C:34]3[CH:35]=[CH:36][C:31]([F:30])=[CH:32][C:33]=3[O:40][CH3:41])[CH:5]=[CH:4][N:3]=2)[CH:11]=1)(=[O:18])=[O:17])([CH3:23])([CH3:22])[CH3:21]. The yield is 0.0500. (5) The reactants are Br[C:2]1[CH:3]=[N:4][C:5]([O:8][CH3:9])=[N:6][CH:7]=1.[C:10]([O:14][CH3:15])(=[O:13])[CH:11]=[CH2:12].C(N(CC)CC)C. The catalyst is CN(C=O)C.O.C(Cl)Cl.C([O-])(=O)C.[Pd+2].C([O-])(=O)C.C1(C)C=CC=CC=1P(C1C=CC=CC=1C)C1C=CC=CC=1C. The product is [CH3:9][O:8][C:5]1[N:4]=[CH:3][C:2](/[CH:12]=[CH:11]/[C:10]([O:14][CH3:15])=[O:13])=[CH:7][N:6]=1. The yield is 0.810. (6) The reactants are [S:1]1[C:5]2[CH:6]=[CH:7][CH:8]=[CH:9][C:4]=2[CH:3]=[C:2]1[C:10]([NH:12][C:13]1[N:21]=[CH:20][CH:19]=[CH:18][C:14]=1[C:15](O)=[O:16])=[O:11].C(Cl)CCl.[NH3:26]. The catalyst is CN(C1C=CN=CC=1)C.ClCCl. The product is [S:1]1[C:5]2[CH:6]=[CH:7][CH:8]=[CH:9][C:4]=2[CH:3]=[C:2]1[C:10]([NH:12][C:13]1[N:21]=[CH:20][CH:19]=[CH:18][C:14]=1[C:15]([NH2:26])=[O:16])=[O:11]. The yield is 0.770. (7) The reactants are [CH2:1]([N:3]1[CH:7]=[CH:6][C:5]([CH2:8][S:9][C:10]2[N:15]=[C:14]([OH:16])[CH:13]=[C:12]([CH3:17])[N:11]=2)=[N:4]1)[CH3:2].[ClH:18].O1CCOCC1. The catalyst is CO. The product is [ClH:18].[CH2:1]([N:3]1[CH:7]=[CH:6][C:5]([CH2:8][S:9][C:10]2[N:15]=[C:14]([OH:16])[CH:13]=[C:12]([CH3:17])[N:11]=2)=[N:4]1)[CH3:2]. The yield is 0.960. (8) The reactants are [Cl:1]C1C=CC=C(C(OO)=[O:9])C=1.[Cl:12][C:13]1[CH:36]=[CH:35][C:16]([NH:17][C:18]2[C:27]3[C:22](=[CH:23][C:24]([S:30][CH2:31][CH2:32][O:33][CH3:34])=[C:25]([O:28][CH3:29])[CH:26]=3)[N:21]=[CH:20][N:19]=2)=[C:15]([F:37])[CH:14]=1. The catalyst is C(Cl)Cl. The product is [ClH:1].[Cl:12][C:13]1[CH:36]=[CH:35][C:16]([NH:17][C:18]2[C:27]3[C:22](=[CH:23][C:24]([S:30]([CH2:31][CH2:32][O:33][CH3:34])=[O:9])=[C:25]([O:28][CH3:29])[CH:26]=3)[N:21]=[CH:20][N:19]=2)=[C:15]([F:37])[CH:14]=1. The yield is 0.380. (9) The reactants are [CH3:1][O:2][C:3]1[CH:8]=[CH:7][C:6]([NH:9][C:10]2[C:11](=[O:22])[NH:12][C:13](=[O:21])[C:14]=2[C:15]2[CH:20]=[CH:19][CH:18]=[CH:17][CH:16]=2)=[CH:5][CH:4]=1.[O:23]1[CH:27]=[CH:26][C:25]([CH2:28]O)=[CH:24]1.N(C(OCC)=O)=NC(OCC)=O.C1(P(C2C=CC=CC=2)C2C=CC=CC=2)C=CC=CC=1. The catalyst is C1COCC1. The product is [O:23]1[CH:27]=[CH:26][C:25]([CH2:28][N:12]2[C:13](=[O:21])[C:14]([C:15]3[CH:20]=[CH:19][CH:18]=[CH:17][CH:16]=3)=[C:10]([NH:9][C:6]3[CH:5]=[CH:4][C:3]([O:2][CH3:1])=[CH:8][CH:7]=3)[C:11]2=[O:22])=[CH:24]1. The yield is 0.270. (10) The reactants are [C:1]([C:4]1[CH:11]=[C:10]([Cl:12])[C:7]([C:8]#[N:9])=[C:6]([Br:13])[C:5]=1[O:14][CH2:15][CH3:16])(=O)[CH3:2].[NH3:17].[BH4-].[Na+]. The catalyst is C(O)C.CC(C)[O-].CC(C)[O-].CC(C)[O-].CC(C)[O-].[Ti+4]. The product is [NH2:17][CH:1]([C:4]1[CH:11]=[C:10]([Cl:12])[C:7]([C:8]#[N:9])=[C:6]([Br:13])[C:5]=1[O:14][CH2:15][CH3:16])[CH3:2]. The yield is 1.00.